Dataset: Forward reaction prediction with 1.9M reactions from USPTO patents (1976-2016). Task: Predict the product of the given reaction. (1) Given the reactants C([C:3]1[CH:11]=[CH:10][C:9]2[NH:8][C:7]3[CH2:12][CH2:13][CH2:14][C:6]=3[C:5]=2[CH:4]=1)#N.[H-].[Na+].[CH2:17](I)[CH3:18].O.[CH3:21][N:22](C=O)C, predict the reaction product. The product is: [C:21]([C:10]1[C:9]2[C:5](=[C:6]3[C:14]([CH2:17][CH3:18])=[CH:13][CH:12]=[C:7]3[N:8]=2)[CH:4]=[CH:3][CH:11]=1)#[N:22]. (2) The product is: [C:31]([C:2]1[CH:11]=[C:10]([CH3:12])[C:5]([C:6]([O:8][CH3:9])=[O:7])=[C:4]([F:13])[CH:3]=1)([CH3:34])([CH3:33])[CH3:32]. Given the reactants Br[C:2]1[CH:11]=[C:10]([CH3:12])[C:5]([C:6]([O:8][CH3:9])=[O:7])=[C:4]([F:13])[CH:3]=1.C1(N2C=C[N+](C3CCCCC3)=C2)CCCCC1.[C:31]([Mg]Br)([CH3:34])([CH3:33])[CH3:32].Cl, predict the reaction product. (3) Given the reactants [NH2:1][C:2]1[CH:11]=[CH:10][CH:9]=[C:8]2[C:3]=1[C:4](=[O:21])[N:5]([CH:13]1[CH2:18][CH2:17][C:16](=[O:19])[NH:15][C:14]1=[O:20])[C:6]([CH3:12])=[N:7]2.Cl[C:23]([O:25][CH2:26][CH3:27])=[O:24], predict the reaction product. The product is: [CH2:26]([O:25][C:23](=[O:24])[NH:1][C:2]1[CH:11]=[CH:10][CH:9]=[C:8]2[C:3]=1[C:4](=[O:21])[N:5]([CH:13]1[CH2:18][CH2:17][C:16](=[O:19])[NH:15][C:14]1=[O:20])[C:6]([CH3:12])=[N:7]2)[CH3:27]. (4) Given the reactants [CH:1]([C:3]1[C:4]([N:25]([CH3:33])[CH2:26][CH2:27][CH2:28][C:29]([O:31][CH3:32])=[O:30])=[N:5][CH:6]=[N:7][C:8]=1[NH:9][C:10]1[CH:15]=[CH:14][C:13]([O:16][C:17]2[CH:18]=[N:19][C:20]([CH3:23])=[CH:21][CH:22]=2)=[C:12]([CH3:24])[CH:11]=1)=O.C[O-].[Na+].CO, predict the reaction product. The product is: [CH3:33][N:25]1[CH2:26][CH2:27][C:28]([C:29]([O:31][CH3:32])=[O:30])=[CH:1][C:3]2[C:8]([NH:9][C:10]3[CH:15]=[CH:14][C:13]([O:16][C:17]4[CH:18]=[N:19][C:20]([CH3:23])=[CH:21][CH:22]=4)=[C:12]([CH3:24])[CH:11]=3)=[N:7][CH:6]=[N:5][C:4]1=2. (5) Given the reactants [NH2:1][C:2]([CH3:6])([CH3:5])[CH2:3][OH:4].[C:7]([N:15]=[C:16]=[S:17])(=[O:14])[C:8]1[CH:13]=[CH:12][CH:11]=[CH:10][CH:9]=1, predict the reaction product. The product is: [OH:4][CH2:3][C:2]([NH:1][C:16]([NH:15][C:7](=[O:14])[C:8]1[CH:9]=[CH:10][CH:11]=[CH:12][CH:13]=1)=[S:17])([CH3:6])[CH3:5]. (6) Given the reactants [C:1]([O:4][C:5]1[CH2:19][CH2:18][CH2:17][CH2:16][CH2:15][CH2:14][CH2:13][CH2:12][CH2:11][CH2:10][CH2:9][CH2:8][CH:7]([CH3:20])[CH:6]=1)(=[O:3])[CH3:2].CCCCCC, predict the reaction product. The product is: [CH3:20][CH:7]1[CH2:8][CH2:9][CH2:10][CH2:11][CH2:12][CH2:13][CH2:14][CH2:15][CH2:16][CH2:17][CH2:18][CH2:19][C:5](=[O:4])[CH2:6]1.[C:1]([O:4][C:5]1[CH2:19][CH2:18][CH2:17][CH2:16][CH2:15][CH2:14][CH2:13][CH2:12][CH2:11][CH2:10][CH2:9][CH2:8][CH:7]([CH3:20])[CH:6]=1)(=[O:3])[CH3:2]. (7) Given the reactants [CH2:1]([N:8]([CH2:26][C:27]1[CH:32]=[CH:31][CH:30]=[CH:29][CH:28]=1)[C:9]1[CH:10]=[C:11]2[CH:17]=[C:16]([CH:18]([C:20]3[CH:25]=[CH:24][CH:23]=[CH:22][CH:21]=3)[OH:19])[NH:15][C:12]2=[CH:13][N:14]=1)[C:2]1[CH:7]=[CH:6][CH:5]=[CH:4][CH:3]=1, predict the reaction product. The product is: [CH2:26]([N:8]([CH2:1][C:2]1[CH:7]=[CH:6][CH:5]=[CH:4][CH:3]=1)[C:9]1[CH:10]=[C:11]2[CH:17]=[C:16]([C:18]([C:20]3[CH:21]=[CH:22][CH:23]=[CH:24][CH:25]=3)=[O:19])[NH:15][C:12]2=[CH:13][N:14]=1)[C:27]1[CH:28]=[CH:29][CH:30]=[CH:31][CH:32]=1. (8) Given the reactants [CH3:1][N:2]([CH3:16])[C:3]([N:5]1[CH2:9][CH:8]2[CH2:10][C:11]([N+:14]#[C-])([CH3:13])[CH2:12][CH:7]2[CH2:6]1)=[O:4].Cl, predict the reaction product. The product is: [CH3:16][N:2]([CH3:1])[C:3]([N:5]1[CH2:9][CH:8]2[CH2:10][C:11]([NH2:14])([CH3:13])[CH2:12][CH:7]2[CH2:6]1)=[O:4].